Dataset: Peptide-MHC class I binding affinity with 185,985 pairs from IEDB/IMGT. Task: Regression. Given a peptide amino acid sequence and an MHC pseudo amino acid sequence, predict their binding affinity value. This is MHC class I binding data. (1) The peptide sequence is EYVDVHPVL. The MHC is HLA-A24:02 with pseudo-sequence HLA-A24:02. The binding affinity (normalized) is 0.467. (2) The peptide sequence is HENARLRAL. The MHC is BoLA-HD6 with pseudo-sequence BoLA-HD6. The binding affinity (normalized) is 0.0641. (3) The peptide sequence is GSGDDTWLI. The MHC is HLA-B18:01 with pseudo-sequence HLA-B18:01. The binding affinity (normalized) is 0.0847. (4) The binding affinity (normalized) is 0.0220. The peptide sequence is SGPKANIIV. The MHC is Mamu-A02 with pseudo-sequence Mamu-A02. (5) The peptide sequence is TFVPIAWAAAY. The MHC is HLA-B44:03 with pseudo-sequence HLA-B44:03. The binding affinity (normalized) is 0.0847. (6) The peptide sequence is QTPGVKIAP. The MHC is HLA-A31:01 with pseudo-sequence HLA-A31:01. The binding affinity (normalized) is 0.0847.